Dataset: Reaction yield outcomes from USPTO patents with 853,638 reactions. Task: Predict the reaction yield, written as a fraction of the theoretical maximum amount of product (1.0 means a 100% yield; for example, 0.34 means a 34% yield). (1) The reactants are [CH3:1][O:2][C:3]([C:5]1[CH:9]=[CH:8][O:7][C:6]=1[CH3:10])=[O:4].C1C(=O)N([Br:18])C(=O)C1. The catalyst is C(Cl)(Cl)Cl.C(O)(=O)C. The product is [CH3:1][O:2][C:3]([C:5]1[CH:9]=[C:8]([Br:18])[O:7][C:6]=1[CH3:10])=[O:4]. The yield is 0.780. (2) The reactants are C[O:2][C:3](=[O:18])[C@@H:4]1[CH2:8][CH2:7][CH2:6][N:5]1[S:9]([C:12]1[CH:17]=[CH:16][CH:15]=[CH:14][CH:13]=1)(=[O:11])=[O:10].[Li+].[OH-]. The catalyst is CO. The product is [C:12]1([S:9]([N:5]2[CH2:6][CH2:7][CH2:8][C@H:4]2[C:3]([OH:18])=[O:2])(=[O:11])=[O:10])[CH:13]=[CH:14][CH:15]=[CH:16][CH:17]=1. The yield is 0.960. (3) The reactants are [C:1]1([C:7]2[NH:8][CH:9]=[C:10]([CH:12]=[O:13])[N:11]=2)[CH:6]=[CH:5][CH:4]=[CH:3][CH:2]=1.[H-].[Na+].[C:16]1([CH3:28])[CH:21]=[C:20]([CH3:22])[CH:19]=[C:18]([CH3:23])[C:17]=1[S:24](Cl)(=[O:26])=[O:25].O. The catalyst is CN(C)C=O. The product is [C:16]1([CH3:28])[CH:21]=[C:20]([CH3:22])[CH:19]=[C:18]([CH3:23])[C:17]=1[S:24]([N:8]1[CH:9]=[C:10]([CH:12]=[O:13])[N:11]=[C:7]1[C:1]1[CH:2]=[CH:3][CH:4]=[CH:5][CH:6]=1)(=[O:25])=[O:26]. The yield is 0.490. (4) The reactants are [CH2:1]([N:8]1[C:13](=[O:14])[C:12]2[C:15]([CH3:18])=[N:16][O:17][C:11]=2[N:10]=[C:9]1[CH:19](Br)[CH2:20][CH3:21])[C:2]1[CH:7]=[CH:6][CH:5]=[CH:4][CH:3]=1.C(=O)([O-])[O-].[K+].[K+].[C:29]([O:33][C:34](=[O:40])[NH:35][CH2:36][CH2:37][CH2:38][NH2:39])([CH3:32])([CH3:31])[CH3:30].O. The catalyst is C(#N)C. The product is [C:29]([O:33][C:34](=[O:40])[NH:35][CH2:36][CH2:37][CH2:38][NH:39][CH:19]([C:9]1[N:8]([CH2:1][C:2]2[CH:7]=[CH:6][CH:5]=[CH:4][CH:3]=2)[C:13](=[O:14])[C:12]2[C:15]([CH3:18])=[N:16][O:17][C:11]=2[N:10]=1)[CH2:20][CH3:21])([CH3:32])([CH3:30])[CH3:31]. The yield is 0.740. (5) The reactants are [F:1][C:2]1[CH:15]=[CH:14][C:13]2[C:4](=[C:5]([CH3:16])[N:6]=[C:7]3[C:12]=2[CH:11]=[CH:10][CH:9]=[CH:8]3)[CH:3]=1.[CH3:17][O:18][C:19]1[CH:24]=[CH:23][C:22]([S:25](Cl)(=[O:27])=[O:26])=[CH:21][CH:20]=1.B.CSC.B1(C)OC(C2C=CC=CC=2)(C2C=CC=CC=2)[C@@H]2N1CCC2.[OH-].[Na+]. The catalyst is ClCCl. The product is [F:1][C:2]1[CH:3]=[C:4]2[C:13](=[CH:14][CH:15]=1)[C:12]1[CH:11]=[CH:10][CH:9]=[CH:8][C:7]=1[N:6]([S:25]([C:22]1[CH:21]=[CH:20][C:19]([O:18][CH3:17])=[CH:24][CH:23]=1)(=[O:27])=[O:26])[C@H:5]2[CH3:16]. The yield is 0.540. (6) The reactants are [CH2:1]1[CH2:6][C@H:5]([C:7]([OH:9])=[O:8])[CH2:4][CH2:3][C@H:2]1[CH2:10][NH2:11].[CH3:12][CH:13]([CH3:30])[C:14]([O:16][CH:17]([O:19][C:20](ON1C(=O)CCC1=O)=[O:21])[CH3:18])=[O:15]. No catalyst specified. The product is [CH3:12][CH:13]([CH3:30])[C:14]([O:16][CH:17]([O:19][C:20]([CH:10]([NH2:11])[C@H:2]1[CH2:3][CH2:4][C@H:5]([C:7]([OH:9])=[O:8])[CH2:6][CH2:1]1)=[O:21])[CH3:18])=[O:15]. The yield is 0.530.